Dataset: Forward reaction prediction with 1.9M reactions from USPTO patents (1976-2016). Task: Predict the product of the given reaction. (1) Given the reactants [OH:1][C:2]1[C:7]([NH:8]C(=O)C)=[C:6]([OH:12])[N:5]=[C:4]([CH3:13])[N:3]=1.Cl, predict the reaction product. The product is: [NH2:8][C:7]1[C:2]([OH:1])=[N:3][C:4]([CH3:13])=[N:5][C:6]=1[OH:12]. (2) The product is: [OH:47][C:45]1[C:44]2[C:39](=[C:40]([OH:63])[CH:41]=[C:42]([C:55]3[CH:60]=[CH:59][CH:58]=[CH:57][C:56]=3[O:61][CH3:62])[CH:43]=2)[N:38]=[C:37]([C:35]([OH:36])=[O:34])[CH:46]=1. Given the reactants COC(=O)C(NC1C=C(Cl)C=C(Cl)C=1OCC1C=CC=CC=1)=CC([O-])=O.C([O:34][C:35]([C:37]1[CH:46]=[C:45]([O:47]CC2C=CC=CC=2)[C:44]2[C:39](=[C:40]([O:63]CC3C=CC=CC=3)[CH:41]=[C:42]([C:55]3[CH:60]=[CH:59][CH:58]=[CH:57][C:56]=3[O:61][CH3:62])[CH:43]=2)[N:38]=1)=[O:36])C1C=CC=CC=1, predict the reaction product. (3) Given the reactants C([N:8]1[CH2:12][CH2:11][C@@H:10]([N:13]([CH3:22])[C:14](=[O:21])[C:15]2[CH:20]=[CH:19][CH:18]=[CH:17][CH:16]=2)[CH2:9]1)C1C=CC=CC=1, predict the reaction product. The product is: [CH3:22][N:13]([C@@H:10]1[CH2:11][CH2:12][NH:8][CH2:9]1)[C:14](=[O:21])[C:15]1[CH:20]=[CH:19][CH:18]=[CH:17][CH:16]=1.